This data is from Forward reaction prediction with 1.9M reactions from USPTO patents (1976-2016). The task is: Predict the product of the given reaction. Given the reactants CN(C(ON1N=NC2C=CC=CC1=2)=[N+](C)C)C.F[P-](F)(F)(F)(F)F.C1C=CC2N(O)N=NC=2C=1.O.[NH2:36][C@@H:37]1[C:43](=[O:44])[NH:42][C:41]2[CH:45]=[CH:46][CH:47]=[CH:48][C:40]=2[CH2:39][CH2:38]1.[C:49]([O:53][C:54]([NH:56][C@@H:57]([CH3:61])[C:58](O)=[O:59])=[O:55])([CH3:52])([CH3:51])[CH3:50], predict the reaction product. The product is: [O:59]=[C:58]([NH:36][C@@H:37]1[C:43](=[O:44])[NH:42][C:41]2[CH:45]=[CH:46][CH:47]=[CH:48][C:40]=2[CH2:39][CH2:38]1)[C@@H:57]([NH:56][C:54](=[O:55])[O:53][C:49]([CH3:52])([CH3:51])[CH3:50])[CH3:61].